This data is from Full USPTO retrosynthesis dataset with 1.9M reactions from patents (1976-2016). The task is: Predict the reactants needed to synthesize the given product. Given the product [C:5]([O:7][CH2:53][O:52][C:40]1[CH:39]=[C:38]([C:19]2[O:20][C:21]3[C:26]([C:27](=[O:28])[C:18]=2[O:17][CH2:10][C:11]2[CH:16]=[CH:15][CH:14]=[CH:13][CH:12]=2)=[C:25]([OH:29])[CH:24]=[C:23]([O:30][CH2:31][C:32]2[CH:37]=[CH:36][CH:35]=[CH:34][CH:33]=2)[CH:22]=3)[CH:43]=[CH:42][C:41]=1[O:44][CH2:45][C:46]1[CH:47]=[CH:48][CH:49]=[CH:50][CH:51]=1)(=[O:6])[C:4]([CH3:9])([CH3:8])[CH3:3], predict the reactants needed to synthesize it. The reactants are: ClC[CH2:3][C:4]([CH3:9])([CH3:8])[C:5]([O-:7])=[O:6].[CH2:10]([O:17][C:18]1[C:27](=[O:28])[C:26]2[C:21](=[CH:22][C:23]([O:30][CH2:31][C:32]3[CH:37]=[CH:36][CH:35]=[CH:34][CH:33]=3)=[CH:24][C:25]=2[OH:29])[O:20][C:19]=1[C:38]1[CH:43]=[CH:42][C:41]([O:44][CH2:45][C:46]2[CH:51]=[CH:50][CH:49]=[CH:48][CH:47]=2)=[C:40]([OH:52])[CH:39]=1)[C:11]1[CH:16]=[CH:15][CH:14]=[CH:13][CH:12]=1.[C:53](=O)([O-])[O-].[K+].[K+].